From a dataset of Reaction yield outcomes from USPTO patents with 853,638 reactions. Predict the reaction yield, written as a fraction of the theoretical maximum amount of product (1.0 means a 100% yield; for example, 0.34 means a 34% yield). (1) The reactants are [O-]CC.[Na+].[OH:5][C:6](=[CH:10][C:11]1[CH:16]=[CH:15][CH:14]=[C:13]([N+:17]([O-:19])=[O:18])[CH:12]=1)[C:7]([OH:9])=[O:8].[BH4-].[Na+].O. The catalyst is CO.CCCCCCC.C(OCC)(=O)C. The product is [OH:5][CH:6]([CH2:10][C:11]1[CH:16]=[CH:15][CH:14]=[C:13]([N+:17]([O-:19])=[O:18])[CH:12]=1)[C:7]([OH:9])=[O:8]. The yield is 0.570. (2) The yield is 0.890. The catalyst is CN(C)C=O.[Cl-].[Na+].O. The product is [CH2:1]([N:5]1[C:10]([Cl:11])=[CH:9][C:8](=[O:12])[N:7]([CH2:23][C:22]2[CH:25]=[CH:26][CH:27]=[CH:28][C:21]=2[F:20])[C:6]1=[O:13])[CH2:2][CH2:3][CH3:4]. The reactants are [CH2:1]([N:5]1[C:10]([Cl:11])=[CH:9][C:8](=[O:12])[NH:7][C:6]1=[O:13])[CH2:2][CH2:3][CH3:4].C(=O)([O-])[O-].[K+].[K+].[F:20][C:21]1[CH:28]=[CH:27][CH:26]=[CH:25][C:22]=1[CH2:23]Br. (3) The reactants are [Cl:1][C:2]1[C:11]2[C:6](=[CH:7][C:8]([O:26][CH3:27])=[C:9]([O:12][CH2:13][C@@H:14]3[CH2:18][CH2:17][CH2:16][N:15]3C(OC(C)(C)C)=O)[CH:10]=2)[N:5]=[CH:4][N:3]=1.[Cl:28][C:29]1[C:30]([F:36])=[C:31]([CH:33]=[CH:34][CH:35]=1)[NH2:32].Cl. The catalyst is C(#N)C. The product is [ClH:1].[Cl:28][C:29]1[C:30]([F:36])=[C:31]([CH:33]=[CH:34][CH:35]=1)[NH:32][C:2]1[C:11]2[C:6](=[CH:7][C:8]([O:26][CH3:27])=[C:9]([O:12][CH2:13][C@@H:14]3[CH2:18][CH2:17][CH2:16][NH:15]3)[CH:10]=2)[N:5]=[CH:4][N:3]=1. The yield is 1.00. (4) The product is [C:1]1([CH:9]([OH:13])[CH:10]=[CH:11][CH3:12])[CH:6]=[CH:5][CH:4]=[CH:3][CH:2]=1. The yield is 0.999. The reactants are [C:1]1([Mg]Br)[CH:6]=[CH:5][CH:4]=[CH:3][CH:2]=1.[CH:9](=[O:13])/[CH:10]=[CH:11]/[CH3:12].[Cl-].[NH4+]. The catalyst is O1CCCC1.CCOCC. (5) The reactants are [F:1][C:2]1[CH:10]=[CH:9][CH:8]=[C:7]2[C:3]=1[C:4]([I:11])=[N:5][NH:6]2.[CH2:12]1[CH2:17][O:16][CH:15]=[CH:14][CH2:13]1.CC1C=CC(S(O)(=O)=O)=CC=1.O. The catalyst is C1COCC1. The product is [F:1][C:2]1[CH:10]=[CH:9][CH:8]=[C:7]2[C:3]=1[C:4]([I:11])=[N:5][N:6]2[CH:15]1[CH2:14][CH2:13][CH2:12][CH2:17][O:16]1. The yield is 0.540.